The task is: Predict the reaction yield, written as a fraction of the theoretical maximum amount of product (1.0 means a 100% yield; for example, 0.34 means a 34% yield).. This data is from Reaction yield outcomes from USPTO patents with 853,638 reactions. The reactants are [CH3:1][S:2](Cl)(=[O:4])=[O:3].[Cl:6][C:7]1[CH:12]=[CH:11][C:10]([CH:13]([NH:17][C:18](=[O:24])[O:19][C:20]([CH3:23])([CH3:22])[CH3:21])[CH2:14][CH2:15][OH:16])=[CH:9][CH:8]=1.C(N(CC)CC)C. The catalyst is C(Cl)Cl. The product is [CH3:1][S:2]([O:16][CH2:15][CH2:14][CH:13]([NH:17][C:18]([O:19][C:20]([CH3:21])([CH3:23])[CH3:22])=[O:24])[C:10]1[CH:11]=[CH:12][C:7]([Cl:6])=[CH:8][CH:9]=1)(=[O:4])=[O:3]. The yield is 0.880.